This data is from Full USPTO retrosynthesis dataset with 1.9M reactions from patents (1976-2016). The task is: Predict the reactants needed to synthesize the given product. (1) Given the product [Cl:9][C:10]1[CH:17]=[CH:16][C:13]([CH:14]2[S:30][CH:31]([CH2:32][C:33]([O:35][CH2:36][CH3:37])=[O:34])[C:38]([CH3:39])=[N:7][C:6]3[N:2]([CH3:1])[N:3]=[C:4]([CH3:8])[C:5]2=3)=[C:12]([CH3:18])[CH:11]=1, predict the reactants needed to synthesize it. The reactants are: [CH3:1][N:2]1[C:6]([NH2:7])=[CH:5][C:4]([CH3:8])=[N:3]1.[Cl:9][C:10]1[CH:17]=[CH:16][C:13]([CH:14]=O)=[C:12]([CH3:18])[CH:11]=1.CC1C=CC(S(O)(=O)=O)=CC=1.[SH:30][CH:31]([C:38](=O)[CH3:39])[CH2:32][C:33]([O:35][CH2:36][CH3:37])=[O:34].C([O-])(O)=O.[Na+]. (2) Given the product [Cl:1][C:2]1[CH:3]=[CH:4][C:5]([N:43]2[CH:47]=[C:46]([C:48]([F:49])([F:50])[F:51])[N:45]=[N:44]2)=[C:6]([C:8]2[N:9]=[CH:10][N:11]([C@@H:15]3[C:31]4[CH:32]=[C:27]([CH:28]=[CH:29][N:30]=4)[C:26]4[C:22](=[CH:23][N:24]([C:33]5[C:34]([OH:39])=[N:35][CH:36]=[CH:37][CH:38]=5)[N:25]=4)[NH:21][C:20](=[O:41])[C@H:19]([CH3:42])[CH2:18][CH2:17][CH2:16]3)[C:12](=[O:14])[CH:13]=2)[CH:7]=1, predict the reactants needed to synthesize it. The reactants are: [Cl:1][C:2]1[CH:3]=[CH:4][C:5]([N:43]2[CH:47]=[C:46]([C:48]([F:51])([F:50])[F:49])[N:45]=[N:44]2)=[C:6]([C:8]2[N:9]=[CH:10][N:11]([C@@H:15]3[C:31]4[CH:32]=[C:27]([CH:28]=[CH:29][N:30]=4)[C:26]4[C:22](=[CH:23][N:24]([C:33]5[C:34]([O:39]C)=[N:35][CH:36]=[CH:37][CH:38]=5)[N:25]=4)[NH:21][C:20](=[O:41])[C@H:19]([CH3:42])[CH2:18][CH2:17][CH2:16]3)[C:12](=[O:14])[CH:13]=2)[CH:7]=1.Cl. (3) The reactants are: Br[CH2:2][C:3]1[CH:4]=[C:5]([CH:17]=[C:18]([CH3:20])[CH:19]=1)[O:6][CH2:7][CH2:8][O:9][Si:10]([C:13]([CH3:16])([CH3:15])[CH3:14])([CH3:12])[CH3:11].[O-:21]CC.[Na+]. Given the product [C:13]([Si:10]([CH3:12])([CH3:11])[O:9][CH2:8][CH2:7][O:6][C:5]1[CH:4]=[C:3]([CH:19]=[C:18]([CH3:20])[CH:17]=1)[CH:2]=[O:21])([CH3:16])([CH3:15])[CH3:14], predict the reactants needed to synthesize it. (4) Given the product [O:23]=[C:21]1[CH2:22][CH2:57][CH:56]([NH:52][C:42]([C@H:38]2[CH2:39][CH2:40][CH2:41][N:36]([C:30]3[CH:31]=[CH:32][CH:33]=[CH:34][CH:35]=3)[CH2:37]2)=[O:44])[CH2:55][CH2:20]1, predict the reactants needed to synthesize it. The reactants are: Cl.N1CCC[C@H](C(OCC)=O)C1.BrC1C=CC=CC=1.[CH3:20][C:21](C)([O-:23])[CH3:22].[K+].CS(C)=O.[C:30]1([N:36]2[CH2:41][CH2:40][CH2:39][C@H:38]([C:42]([OH:44])=O)[CH2:37]2)[CH:35]=[CH:34][CH:33]=[CH:32][CH:31]=1.F[P-](F)(F)(F)(F)F.[N:52]1(O[P+](N(C)C)(N(C)C)N(C)C)[C:56]2[CH:57]=CC=C[C:55]=2N=N1. (5) Given the product [Cl:1][C:2]1[CH:7]=[CH:6][C:5]([O:8][C:17]2[C:10]([F:9])=[CH:11][C:12]([CH:13]=[O:14])=[CH:15][C:16]=2[F:19])=[CH:4][CH:3]=1, predict the reactants needed to synthesize it. The reactants are: [Cl:1][C:2]1[CH:7]=[CH:6][C:5]([OH:8])=[CH:4][CH:3]=1.[F:9][C:10]1[CH:11]=[C:12]([CH:15]=[C:16]([F:19])[C:17]=1F)[CH:13]=[O:14]. (6) Given the product [NH2:1][C:2]1[N:3]=[C:4]([O:19][S:33]([C:30]2[CH:31]=[CH:32][C:27]([CH3:37])=[CH:28][CH:29]=2)(=[O:35])=[O:34])[C:5]2[CH2:11][N:10]([C:12]([O:14][C:15]([CH3:16])([CH3:18])[CH3:17])=[O:13])[CH2:9][CH2:8][C:6]=2[N:7]=1, predict the reactants needed to synthesize it. The reactants are: [NH2:1][C:2]1[N:3]=[C:4]([OH:19])[C:5]2[CH2:11][N:10]([C:12]([O:14][C:15]([CH3:18])([CH3:17])[CH3:16])=[O:13])[CH2:9][CH2:8][C:6]=2[N:7]=1.C(N(CC)CC)C.[C:27]1([CH3:37])[CH:32]=[CH:31][C:30]([S:33](Cl)(=[O:35])=[O:34])=[CH:29][CH:28]=1.O.